This data is from HIV replication inhibition screening data with 41,000+ compounds from the AIDS Antiviral Screen. The task is: Binary Classification. Given a drug SMILES string, predict its activity (active/inactive) in a high-throughput screening assay against a specified biological target. (1) The drug is CC(C)CC(C#CCCOC(=O)c1ccccc1)OC(=O)c1ccccc1. The result is 0 (inactive). (2) The molecule is Cc1ccc2c(c1)nc1c3ccccc3nnn21. The result is 0 (inactive). (3) The drug is COc1ccc(-c2cc(-c3ccccc3)n(C3OC(COC(C)=O)C(OC(C)=O)C(OC(C)=O)C3OC(C)=O)c(=S)c2C#N)cc1. The result is 0 (inactive). (4) The compound is CC(CCC(=O)O)C1CCC2C3C(=O)CC4CC(O)CCC4(C)C3CC(O)C12C. The result is 0 (inactive). (5) The molecule is O=S(=O)(Cc1ccccc1)c1nnc(S(=O)(=O)c2ccc(Cl)cc2)s1. The result is 0 (inactive).